Dataset: CYP2C19 inhibition data for predicting drug metabolism from PubChem BioAssay. Task: Regression/Classification. Given a drug SMILES string, predict its absorption, distribution, metabolism, or excretion properties. Task type varies by dataset: regression for continuous measurements (e.g., permeability, clearance, half-life) or binary classification for categorical outcomes (e.g., BBB penetration, CYP inhibition). Dataset: cyp2c19_veith. (1) The drug is COc1ccc(C2=Nc3cccc4cccc(c34)N2)cc1. The result is 0 (non-inhibitor). (2) The drug is CC(C)(C)NC(=O)[C@@H]1CC[C@@H]2[C@@H]3CC[C@@H]4NC(=O)C=C[C@@]4(C)[C@H]3CC[C@@]12C. The result is 1 (inhibitor). (3) The compound is CN(CC(=O)NCc1ccc(F)cc1)S(=O)(=O)c1cccc2nsnc12. The result is 1 (inhibitor). (4) The molecule is C[C@H]1[C@H](NC(=O)/C(=N/OC(C)(C)C(=O)O)c2csc(N)n2)C(=O)N1S(=O)(=O)O. The result is 0 (non-inhibitor). (5) The drug is O=C1NC([O-])=NC1(c1ccccc1)c1ccccc1.[Na+]. The result is 0 (non-inhibitor).